From a dataset of Forward reaction prediction with 1.9M reactions from USPTO patents (1976-2016). Predict the product of the given reaction. (1) Given the reactants [NH2:1][C:2]1[O:6][N:5]=[C:4]([C:7]2[CH:12]=[CH:11][C:10]([O:13][C:14]([F:17])([F:16])[F:15])=[CH:9][CH:8]=2)[C:3]=1[C:18]([OH:20])=O.Cl.C(N=C=NCCCN(C)C)C.[F:33][C:34]1[CH:39]=[CH:38][CH:37]=[CH:36][C:35]=1[N:40]1[CH2:45][CH2:44][NH:43][CH2:42][CH2:41]1, predict the reaction product. The product is: [NH2:1][C:2]1[O:6][N:5]=[C:4]([C:7]2[CH:12]=[CH:11][C:10]([O:13][C:14]([F:17])([F:15])[F:16])=[CH:9][CH:8]=2)[C:3]=1[C:18]([N:43]1[CH2:42][CH2:41][N:40]([C:35]2[CH:36]=[CH:37][CH:38]=[CH:39][C:34]=2[F:33])[CH2:45][CH2:44]1)=[O:20]. (2) Given the reactants Br[CH2:2][C:3]([O:5][CH3:6])=[O:4].[OH:7][C:8]1[CH:13]=[CH:12][C:11]([C:14]2([OH:33])[CH2:19][CH2:18][N:17]([C:20]3[CH:21]=[CH:22][C:23]4[N:24]([C:26]([C:29]([F:32])([F:31])[F:30])=[N:27][N:28]=4)[N:25]=3)[CH2:16][CH2:15]2)=[CH:10][CH:9]=1.C(=O)([O-])[O-].[K+].[K+], predict the reaction product. The product is: [OH:33][C:14]1([C:11]2[CH:10]=[CH:9][C:8]([O:7][CH2:2][C:3]([O:5][CH3:6])=[O:4])=[CH:13][CH:12]=2)[CH2:15][CH2:16][N:17]([C:20]2[CH:21]=[CH:22][C:23]3[N:24]([C:26]([C:29]([F:32])([F:31])[F:30])=[N:27][N:28]=3)[N:25]=2)[CH2:18][CH2:19]1.